This data is from Catalyst prediction with 721,799 reactions and 888 catalyst types from USPTO. The task is: Predict which catalyst facilitates the given reaction. (1) Reactant: [OH-].[Li+].[F:3][C:4]1[CH:5]=[C:6]([C:10]2[CH:18]=[C:17]3[C:13]([CH2:14][CH2:15][CH:16]3[N:19]([CH3:34])[C:20]3[CH:21]=[C:22]([CH:31]=[CH:32][CH:33]=3)[O:23][CH2:24][C:25]([O:27]C(C)C)=[O:26])=[CH:12][CH:11]=2)[CH:7]=[CH:8][CH:9]=1. Product: [F:3][C:4]1[CH:5]=[C:6]([C:10]2[CH:18]=[C:17]3[C:13]([CH2:14][CH2:15][CH:16]3[N:19]([CH3:34])[C:20]3[CH:21]=[C:22]([CH:31]=[CH:32][CH:33]=3)[O:23][CH2:24][C:25]([OH:27])=[O:26])=[CH:12][CH:11]=2)[CH:7]=[CH:8][CH:9]=1. The catalyst class is: 1. (2) Reactant: [Cl:1][C:2]1[CH:3]=[C:4]([OH:8])[CH:5]=[CH:6][CH:7]=1.[H-].[Na+].Cl[C:12]1[C:17]2[N:18]=[CH:19][N:20]([CH3:21])[C:16]=2[C:15]([C:22]([O:24]CC)=[O:23])=[CH:14][N:13]=1. Product: [ClH:1].[Cl:1][C:2]1[CH:3]=[C:4]([O:8][C:12]2[C:17]3[N:18]=[CH:19][N:20]([CH3:21])[C:16]=3[C:15]([C:22]([OH:24])=[O:23])=[CH:14][N:13]=2)[CH:5]=[CH:6][CH:7]=1. The catalyst class is: 12. (3) Reactant: CCN(C(C)C)C(C)C.[F:10][C:11]1[CH:12]=[C:13]([N:18]2[CH:22]=[C:21]([C:23]([OH:25])=O)[N:20]=[N:19]2)[CH:14]=[C:15]([F:17])[CH:16]=1.FC1C=C(C=C(F)C=1)N.C1C=CC2N(O)N=NC=2C=1.CCN=C=NCCCN(C)C.Cl.[NH2:57][CH2:58][C:59]([N:61]1[CH2:66][CH2:65][CH:64]([O:67][C:68]2[CH:73]=[CH:72][CH:71]=[CH:70][C:69]=2[Cl:74])[CH2:63][CH2:62]1)=[O:60]. Product: [Cl:74][C:69]1[CH:70]=[CH:71][CH:72]=[CH:73][C:68]=1[O:67][CH:64]1[CH2:63][CH2:62][N:61]([C:59](=[O:60])[CH2:58][NH:57][C:23]([C:21]2[N:20]=[N:19][N:18]([C:13]3[CH:14]=[C:15]([F:17])[CH:16]=[C:11]([F:10])[CH:12]=3)[CH:22]=2)=[O:25])[CH2:66][CH2:65]1. The catalyst class is: 18. (4) Reactant: [C:1]([O:4][C:5]1[CH:10]=[CH:9][C:8]([O:11]CC2C=CC=CC=2)=[C:7]([CH2:19][O:20][C:21](=[O:23])[CH3:22])[C:6]=1[F:24])(=[O:3])[CH3:2]. Product: [C:1]([O:4][C:5]1[CH:10]=[CH:9][C:8]([OH:11])=[C:7]([CH2:19][O:20][C:21](=[O:23])[CH3:22])[C:6]=1[F:24])(=[O:3])[CH3:2]. The catalyst class is: 153. (5) Reactant: [C:1]([O:5][C:6]([N:8]([CH2:19][C:20]1[CH:25]=[CH:24][C:23]([O:26][CH3:27])=[CH:22][C:21]=1[O:28][CH3:29])[C:9]1[S:10][C:11]([CH3:18])=[C:12]([C:14](OC)=[O:15])[N:13]=1)=[O:7])([CH3:4])([CH3:3])[CH3:2].CO.[BH4-].[Li+]. Product: [CH3:29][O:28][C:21]1[CH:22]=[C:23]([O:26][CH3:27])[CH:24]=[CH:25][C:20]=1[CH2:19][N:8]([C:9]1[S:10][C:11]([CH3:18])=[C:12]([CH2:14][OH:15])[N:13]=1)[C:6](=[O:7])[O:5][C:1]([CH3:3])([CH3:4])[CH3:2]. The catalyst class is: 7.